Task: Predict which catalyst facilitates the given reaction.. Dataset: Catalyst prediction with 721,799 reactions and 888 catalyst types from USPTO (1) Reactant: [C:1]([C:5]1[O:9][N:8]=[C:7]([NH:10][C:11](=[O:28])[CH2:12][C:13]2[CH:18]=[CH:17][C:16](B3OC(C)(C)C(C)(C)O3)=[CH:15][CH:14]=2)[CH:6]=1)([CH3:4])([CH3:3])[CH3:2].Br[C:30]1[CH:31]=[CH:32][C:33]([NH:36][CH2:37][CH2:38][O:39][CH3:40])=[N:34][CH:35]=1.C([O-])([O-])=O.[Na+].[Na+]. Product: [C:1]([C:5]1[O:9][N:8]=[C:7]([NH:10][C:11](=[O:28])[CH2:12][C:13]2[CH:14]=[CH:15][C:16]([C:30]3[CH:35]=[N:34][C:33]([NH:36][CH2:37][CH2:38][O:39][CH3:40])=[CH:32][CH:31]=3)=[CH:17][CH:18]=2)[CH:6]=1)([CH3:2])([CH3:3])[CH3:4]. The catalyst class is: 77. (2) Reactant: B.C1COCC1.B1(C)OC(C2C=CC=CC=2)(C2C=CC=CC=2)[C@H]2N1CCC2.[F:28][C:29]1[CH:34]=[CH:33][C:32]([C:35](=[O:42])[CH2:36][CH2:37][C:38]([O:40][CH3:41])=[O:39])=[CH:31][CH:30]=1. Product: [F:28][C:29]1[CH:30]=[CH:31][C:32]([C@H:35]([OH:42])[CH2:36][CH2:37][C:38]([O:40][CH3:41])=[O:39])=[CH:33][CH:34]=1. The catalyst class is: 1. (3) Reactant: Cl.C(OC([N:9]1[CH2:14][C@H:13]2[C@H:11]([CH2:12]2)[C@H:10]1[CH2:15][NH:16][C:17]1[N:22]=[CH:21][C:20]([Br:23])=[CH:19][N:18]=1)=O)(C)(C)C. Product: [C@H:11]12[CH2:12][C@H:13]1[CH2:14][NH:9][C@@H:10]2[CH2:15][NH:16][C:17]1[N:22]=[CH:21][C:20]([Br:23])=[CH:19][N:18]=1. The catalyst class is: 12.